This data is from Forward reaction prediction with 1.9M reactions from USPTO patents (1976-2016). The task is: Predict the product of the given reaction. (1) Given the reactants C([O:5][C:6](=[O:41])[CH2:7][O:8][C:9]1[CH:10]=[C:11]2[C:15](=[CH:16][CH:17]=1)[N:14]([C:18](=[O:20])[NH2:19])[CH:13]=[C:12]2[NH:21][C:22]([N:24]1[C@H:29]([C:30](=[O:40])[NH:31][CH2:32][C:33]2[CH:38]=[CH:37][CH:36]=[CH:35][C:34]=2[F:39])[CH2:28][C@@H:27]2[C@H:25]1[CH2:26]2)=[O:23])(C)(C)C.C(O)(C(F)(F)F)=O, predict the reaction product. The product is: [C:18]([N:14]1[C:15]2[C:11](=[CH:10][C:9]([O:8][CH2:7][C:6]([OH:41])=[O:5])=[CH:17][CH:16]=2)[C:12]([NH:21][C:22]([N:24]2[C@H:29]([C:30](=[O:40])[NH:31][CH2:32][C:33]3[CH:38]=[CH:37][CH:36]=[CH:35][C:34]=3[F:39])[CH2:28][C@@H:27]3[C@H:25]2[CH2:26]3)=[O:23])=[CH:13]1)(=[O:20])[NH2:19]. (2) Given the reactants [N:1]1[C:10]2[C:5](=[CH:6][C:7]([CH2:11][N:12]3[C:16]4=[N:17][C:18]([C:21]5[CH:22]=[N:23][N:24]([CH2:26][C:27]([OH:29])=O)[CH:25]=5)=[CH:19][CH:20]=[C:15]4[N:14]=[N:13]3)=[CH:8][CH:9]=2)[CH:4]=[CH:3][CH:2]=1.CN(C=O)C.CN(C(ON1N=NC2[CH:46]=[CH:47][CH:48]=[N:49][C:44]1=2)=[N+](C)C)C.F[P-](F)(F)(F)(F)F.N1CCCC1, predict the reaction product. The product is: [N:49]1([C:27](=[O:29])[CH2:26][N:24]2[CH:25]=[C:21]([C:18]3[N:17]=[C:16]4[N:12]([CH2:11][C:7]5[CH:6]=[C:5]6[C:10](=[CH:9][CH:8]=5)[N:1]=[CH:2][CH:3]=[CH:4]6)[N:13]=[N:14][C:15]4=[CH:20][CH:19]=3)[CH:22]=[N:23]2)[CH2:48][CH2:47][CH2:46][CH2:44]1. (3) Given the reactants [F:1][C:2]1[CH:29]=[CH:28][C:5]([CH2:6][NH:7][C:8]([C:10]2([CH2:23][CH2:24][CH2:25][CH2:26]Br)[C:22]3[CH:21]=[CH:20][CH:19]=[CH:18][C:17]=3[C:16]3[C:11]2=[CH:12][CH:13]=[CH:14][CH:15]=3)=[O:9])=[CH:4][CH:3]=1.[N:30]1([C:36]2[S:37][C:38]3[CH:44]=[CH:43][CH:42]=[CH:41][C:39]=3[N:40]=2)[CH2:35][CH2:34][NH:33][CH2:32][CH2:31]1, predict the reaction product. The product is: [F:1][C:2]1[CH:29]=[CH:28][C:5]([CH2:6][NH:7][C:8]([C:10]2([CH2:23][CH2:24][CH2:25][CH2:26][N:33]3[CH2:34][CH2:35][N:30]([C:36]4[S:37][C:38]5[CH:44]=[CH:43][CH:42]=[CH:41][C:39]=5[N:40]=4)[CH2:31][CH2:32]3)[C:22]3[CH:21]=[CH:20][CH:19]=[CH:18][C:17]=3[C:16]3[C:11]2=[CH:12][CH:13]=[CH:14][CH:15]=3)=[O:9])=[CH:4][CH:3]=1. (4) Given the reactants [NH:1]1[C:5]2[CH:6]=[C:7]([C:10]3[C:11]([CH2:16][NH:17]C(=O)OCC4C=CC=CC=4)=[N:12][O:13][C:14]=3[CH3:15])[CH:8]=[CH:9][C:4]=2[N:3]=[CH:2]1.Br, predict the reaction product. The product is: [NH:1]1[C:5]2[CH:6]=[C:7]([C:10]3[C:11]([CH2:16][NH2:17])=[N:12][O:13][C:14]=3[CH3:15])[CH:8]=[CH:9][C:4]=2[N:3]=[CH:2]1. (5) Given the reactants C([O:3][C:4]([CH:6]1[CH2:10][CH:9]([S:11]([C:14]2[CH:19]=[CH:18][CH:17]=[CH:16][CH:15]=2)(=[O:13])=[O:12])[CH:8]([C:20]2[CH:25]=[CH:24][C:23]([C:26]([CH3:29])([CH3:28])[CH3:27])=[CH:22][CH:21]=2)[NH:7]1)=[O:5])C.[OH-].[Li+], predict the reaction product. The product is: [C:26]([C:23]1[CH:22]=[CH:21][C:20]([CH:8]2[NH:7][CH:6]([C:4]([OH:5])=[O:3])[CH2:10][CH:9]2[S:11]([C:14]2[CH:19]=[CH:18][CH:17]=[CH:16][CH:15]=2)(=[O:13])=[O:12])=[CH:25][CH:24]=1)([CH3:29])([CH3:27])[CH3:28].